From a dataset of Full USPTO retrosynthesis dataset with 1.9M reactions from patents (1976-2016). Predict the reactants needed to synthesize the given product. (1) Given the product [CH2:1]([O:8][C:9]1[CH:17]=[C:16]([O:18][CH2:19][C:20]2[CH:25]=[CH:24][CH:23]=[CH:22][CH:21]=2)[C:15]([CH:26]([CH3:28])[CH3:27])=[CH:14][C:10]=1[C:11]([N:36]1[CH2:37][CH2:38][N:33]([CH2:32][CH2:31][N:30]([CH3:39])[CH3:29])[CH2:34][CH2:35]1)=[O:12])[C:2]1[CH:7]=[CH:6][CH:5]=[CH:4][CH:3]=1, predict the reactants needed to synthesize it. The reactants are: [CH2:1]([O:8][C:9]1[CH:17]=[C:16]([O:18][CH2:19][C:20]2[CH:25]=[CH:24][CH:23]=[CH:22][CH:21]=2)[C:15]([CH:26]([CH3:28])[CH3:27])=[CH:14][C:10]=1[C:11](Cl)=[O:12])[C:2]1[CH:7]=[CH:6][CH:5]=[CH:4][CH:3]=1.[CH3:29][N:30]([CH3:39])[CH2:31][CH2:32][N:33]1[CH2:38][CH2:37][NH:36][CH2:35][CH2:34]1.C(N(CC)CC)C. (2) Given the product [C:16]([C:15]1[C:2]([N:19]2[CH2:24][CH2:23][CH:22]([C:25]([OH:27])=[O:26])[CH2:21][CH2:20]2)=[N:3][C:4]([CH3:18])=[C:5]([C:6]([O:8][CH2:9][C:10]([F:13])([F:12])[F:11])=[O:7])[CH:14]=1)#[N:17], predict the reactants needed to synthesize it. The reactants are: Cl[C:2]1[C:15]([C:16]#[N:17])=[CH:14][C:5]([C:6]([O:8][CH2:9][C:10]([F:13])([F:12])[F:11])=[O:7])=[C:4]([CH3:18])[N:3]=1.[NH:19]1[CH2:24][CH2:23][CH:22]([C:25]([OH:27])=[O:26])[CH2:21][CH2:20]1.CCN(C(C)C)C(C)C. (3) Given the product [CH:9]([OH:10])=[O:48].[Cl:32][C:24]1[N:23]=[CH:22][C:21]([C:19]2[CH:18]=[C:17]3[C:13]([CH:14]=[N:15][NH:16]3)=[C:12]([NH:11][C:9]([C:7]3[CH:6]=[CH:5][CH:4]=[C:3]([CH2:2][N:42]4[CH2:47][CH2:46][CH2:45][CH2:44][CH2:43]4)[N:8]=3)=[O:10])[CH:20]=2)=[CH:26][C:25]=1[NH:27][S:28]([CH3:31])(=[O:29])=[O:30], predict the reactants needed to synthesize it. The reactants are: Cl[CH2:2][C:3]1[N:8]=[C:7]([C:9]([NH:11][C:12]2[CH:20]=[C:19]([C:21]3[CH:22]=[N:23][C:24]([Cl:32])=[C:25]([NH:27][S:28]([CH3:31])(=[O:30])=[O:29])[CH:26]=3)[CH:18]=[C:17]3[C:13]=2[CH:14]=[N:15][N:16]3S(C2C=CC=CC=2)(=O)=O)=[O:10])[CH:6]=[CH:5][CH:4]=1.[NH:42]1[CH2:47][CH2:46][CH2:45][CH2:44][CH2:43]1.[OH-:48].[Na+].Cl.